From a dataset of Catalyst prediction with 721,799 reactions and 888 catalyst types from USPTO. Predict which catalyst facilitates the given reaction. (1) Product: [CH:18]1([CH2:17][O:16][C:13]2[CH:14]=[CH:15][C:10]([C:9]3[O:22][C:2]4[CH:3]=[C:4]([O:23][CH2:24][C@@H:25]([NH:27][C:28](=[O:34])[O:29][C:30]([CH3:33])([CH3:32])[CH3:31])[CH3:26])[N:5]=[CH:6][C:7]=4[N:8]=3)=[CH:11][C:12]=2[F:21])[CH2:20][CH2:19]1. Reactant: Cl[C:2]1[C:7]([NH:8][C:9](=[O:22])[C:10]2[CH:15]=[CH:14][C:13]([O:16][CH2:17][CH:18]3[CH2:20][CH2:19]3)=[C:12]([F:21])[CH:11]=2)=[CH:6][N:5]=[C:4]([O:23][CH2:24][C@@H:25]([NH:27][C:28](=[O:34])[O:29][C:30]([CH3:33])([CH3:32])[CH3:31])[CH3:26])[CH:3]=1.C(=O)([O-])[O-].[K+].[K+].O. The catalyst class is: 122. (2) Reactant: [OH:1][C:2]1[CH:11]=[CH:10][C:5]2[CH2:6][O:7][B:8]([OH:9])[C:4]=2[CH:3]=1.[H-].[Na+].I[CH3:15].Cl. Product: [CH3:15][O:1][C:2]1[CH:11]=[CH:10][C:5]2[CH2:6][O:7][B:8]([OH:9])[C:4]=2[CH:3]=1. The catalyst class is: 3. (3) Reactant: [Cl:1][C:2]1[N:7]=[CH:6][C:5]2[C:8]([C:14]([OH:16])=O)=[CH:9][N:10]([CH:11]([CH3:13])[CH3:12])[C:4]=2[CH:3]=1.[N:17]1([CH2:22][CH2:23][NH2:24])[CH:21]=[CH:20][N:19]=[CH:18]1.CN(C(ON1N=NC2C=CC=CC1=2)=[N+](C)C)C.F[P-](F)(F)(F)(F)F.CCN(C(C)C)C(C)C. Product: [N:17]1([CH2:22][CH2:23][NH:24][C:14]([C:8]2[C:5]3[CH:6]=[N:7][C:2]([Cl:1])=[CH:3][C:4]=3[N:10]([CH:11]([CH3:12])[CH3:13])[CH:9]=2)=[O:16])[CH:21]=[CH:20][N:19]=[CH:18]1. The catalyst class is: 9. (4) Reactant: [CH2:1]([O:3][C:4](=[O:17])[CH:5]=[CH:6][C:7]1[C:12]([CH2:13][OH:14])=[CH:11][N:10]=[C:9]([CH3:15])[C:8]=1[OH:16])[CH3:2]. Product: [CH2:1]([O:3][C:4](=[O:17])[CH2:5][CH2:6][C:7]1[C:12]([CH2:13][OH:14])=[CH:11][N:10]=[C:9]([CH3:15])[C:8]=1[OH:16])[CH3:2]. The catalyst class is: 78. (5) Reactant: C1C=CC(P(C2C(C3C(P(C4C=CC=CC=4)C4C=CC=CC=4)=CC=C4C=3C=CC=C4)=C3C(C=CC=C3)=CC=2)C2C=CC=CC=2)=CC=1.C(=O)([O-])[O-].[Cs+].[Cs+].[F:53][C:54]1[CH:60]=[CH:59][C:57]([NH2:58])=[CH:56][CH:55]=1.Cl[C:62]1[N:67]=[CH:66][C:65]([C:68]([N:70]([CH3:92])[C:71]2[CH:76]=[CH:75][C:74]([CH2:77][N:78]3[CH2:83][CH2:82][N:81]([C:84]([O:86][C:87]([CH3:90])([CH3:89])[CH3:88])=[O:85])[C@@H:80]([CH3:91])[CH2:79]3)=[CH:73][CH:72]=2)=[O:69])=[CH:64][CH:63]=1. Product: [F:53][C:54]1[CH:60]=[CH:59][C:57]([NH:58][C:62]2[N:67]=[CH:66][C:65]([C:68]([N:70]([CH3:92])[C:71]3[CH:76]=[CH:75][C:74]([CH2:77][N:78]4[CH2:83][CH2:82][N:81]([C:84]([O:86][C:87]([CH3:89])([CH3:88])[CH3:90])=[O:85])[C@@H:80]([CH3:91])[CH2:79]4)=[CH:73][CH:72]=3)=[O:69])=[CH:64][CH:63]=2)=[CH:56][CH:55]=1. The catalyst class is: 160.